From a dataset of Full USPTO retrosynthesis dataset with 1.9M reactions from patents (1976-2016). Predict the reactants needed to synthesize the given product. (1) Given the product [N:1]1([C:5]2[N:10]=[CH:9][C:8]([S:11]([N:14]3[CH2:23][CH2:22][C:21]4[C@:16]([CH2:34][O:35][CH2:37][C:38]5[O:39][CH:40]=[CH:41][N:42]=5)([CH2:17][C:18]5[CH:26]=[N:25][N:24]([C:27]6[CH:28]=[CH:29][C:30]([F:33])=[CH:31][CH:32]=6)[C:19]=5[CH:20]=4)[CH2:15]3)(=[O:13])=[O:12])=[CH:7][CH:6]=2)[CH2:2][CH2:3][CH2:4]1, predict the reactants needed to synthesize it. The reactants are: [N:1]1([C:5]2[N:10]=[CH:9][C:8]([S:11]([N:14]3[CH2:23][CH2:22][C:21]4[C@:16]([CH2:34][OH:35])([CH2:17][C:18]5[CH:26]=[N:25][N:24]([C:27]6[CH:32]=[CH:31][C:30]([F:33])=[CH:29][CH:28]=6)[C:19]=5[CH:20]=4)[CH2:15]3)(=[O:13])=[O:12])=[CH:7][CH:6]=2)[CH2:4][CH2:3][CH2:2]1.Cl[CH2:37][C:38]1[O:39][CH:40]=[CH:41][N:42]=1. (2) Given the product [F:1][C:2]1[C:10]2[N:9]=[C:8]([S:11][C:19]3[O:23][C:22]([CH:24]=[O:25])=[CH:21][CH:20]=3)[NH:7][C:6]=2[CH:5]=[C:4]([F:12])[C:3]=1[F:13], predict the reactants needed to synthesize it. The reactants are: [F:1][C:2]1[C:10]2[NH:9][C:8](=[S:11])[NH:7][C:6]=2[CH:5]=[C:4]([F:12])[C:3]=1[F:13].[H-].[Na+].[N+]([C:19]1[O:23][C:22]([CH:24]=[O:25])=[CH:21][CH:20]=1)([O-])=O. (3) The reactants are: [F:1][C:2]([F:15])([C:7]1[CH:14]=[CH:13][C:10]([C:11]#N)=[CH:9][CH:8]=1)[C:3]([F:6])([F:5])[F:4].[OH-:16].[K+].[OH2:18]. Given the product [F:1][C:2]([F:15])([C:7]1[CH:14]=[CH:13][C:10]([C:11]([OH:18])=[O:16])=[CH:9][CH:8]=1)[C:3]([F:6])([F:5])[F:4], predict the reactants needed to synthesize it.